This data is from CYP2D6 inhibition data for predicting drug metabolism from PubChem BioAssay. The task is: Regression/Classification. Given a drug SMILES string, predict its absorption, distribution, metabolism, or excretion properties. Task type varies by dataset: regression for continuous measurements (e.g., permeability, clearance, half-life) or binary classification for categorical outcomes (e.g., BBB penetration, CYP inhibition). Dataset: cyp2d6_veith. (1) The result is 0 (non-inhibitor). The compound is Cc1cc(C)n2nc(SCc3cc(=O)oc4ccc5ccccc5c34)nc2n1. (2) The molecule is Nc1ncnc(N(c2ccccc2)C2CCCCC2)c1[N+](=O)[O-]. The result is 0 (non-inhibitor). (3) The compound is COc1ccccc1CNc1nc(-c2cccc(NS(C)(=O)=O)c2)nc2ccccc12. The result is 1 (inhibitor). (4) The result is 0 (non-inhibitor). The molecule is CSc1nc2ccc3nc(NC(=O)c4cccs4)sc3c2s1. (5) The compound is CCN1C(=O)[C@H]2CC=C3[C@@H]([C@H](O)[C@H]4O[C@@H]4C34OCCCO4)[C@H]2C1=O. The result is 0 (non-inhibitor). (6) The result is 0 (non-inhibitor). The drug is O=C(O)C1CCN(c2ncccn2)CC1. (7) The drug is N=C(N)SCCON1C(=O)c2ccccc2C1=O. The result is 0 (non-inhibitor). (8) The result is 0 (non-inhibitor). The compound is COC(=O)C1=C(CSc2nncn2C)NC(=O)NC1c1ccc(F)cc1.